From a dataset of Full USPTO retrosynthesis dataset with 1.9M reactions from patents (1976-2016). Predict the reactants needed to synthesize the given product. (1) Given the product [ClH:9].[Cl:9][C:5]1[CH:6]=[N:7][CH:8]=[C:3]([CH2:2][Cl:12])[CH:4]=1, predict the reactants needed to synthesize it. The reactants are: O[CH2:2][C:3]1[CH:4]=[C:5]([Cl:9])[CH:6]=[N:7][CH:8]=1.S(Cl)([Cl:12])=O. (2) Given the product [CH3:11][C:9]1[CH:10]=[C:2]([C:32]2[CH:31]=[N:30][CH:29]=[C:28]([CH3:27])[CH:33]=2)[CH:3]=[C:4]2[C:8]=1[C:7](=[O:12])[N:6]([CH2:13][C:14]1[CH:15]=[CH:16][C:17]([O:20][C:21]3[CH:22]=[CH:23][CH:24]=[CH:25][CH:26]=3)=[CH:18][CH:19]=1)[CH2:5]2, predict the reactants needed to synthesize it. The reactants are: Br[C:2]1[CH:3]=[C:4]2[C:8](=[C:9]([CH3:11])[CH:10]=1)[C:7](=[O:12])[N:6]([CH2:13][C:14]1[CH:19]=[CH:18][C:17]([O:20][C:21]3[CH:26]=[CH:25][CH:24]=[CH:23][CH:22]=3)=[CH:16][CH:15]=1)[CH2:5]2.[CH3:27][C:28]1[CH:29]=[N:30][CH:31]=[C:32](B(O)O)[CH:33]=1.C(=O)([O-])[O-].[Na+].[Na+].